From a dataset of Catalyst prediction with 721,799 reactions and 888 catalyst types from USPTO. Predict which catalyst facilitates the given reaction. (1) The catalyst class is: 83. Reactant: [CH:1]1([C:4]2[CH:5]=[N:6][C:7]([NH:14][C:15]3[CH:16]=[C:17]4[C:21](=[CH:22][CH:23]=3)[N:20]([CH2:24][CH:25]([CH3:27])[CH3:26])[N:19]=[CH:18]4)=[C:8]([CH:13]=2)[C:9]([O:11]C)=[O:10])[CH2:3][CH2:2]1.[OH-].[Na+].Cl. Product: [CH:1]1([C:4]2[CH:5]=[N:6][C:7]([NH:14][C:15]3[CH:16]=[C:17]4[C:21](=[CH:22][CH:23]=3)[N:20]([CH2:24][CH:25]([CH3:27])[CH3:26])[N:19]=[CH:18]4)=[C:8]([CH:13]=2)[C:9]([OH:11])=[O:10])[CH2:2][CH2:3]1. (2) Reactant: [OH:1][C:2]1[CH:7]=[CH:6][CH:5]=[CH:4][C:3]=1[C:8](=[O:10])[CH3:9].COC(=O)OC.Cl[S:18]([OH:21])(=[O:20])=[O:19]. Product: [C:8]([C:3]1[CH:4]=[C:5]([S:18]([OH:21])(=[O:20])=[O:19])[CH:6]=[CH:7][C:2]=1[OH:1])(=[O:10])[CH3:9]. The catalyst class is: 244.